Dataset: Forward reaction prediction with 1.9M reactions from USPTO patents (1976-2016). Task: Predict the product of the given reaction. (1) Given the reactants [CH:1]1([O:10][C:11]2[C:16]([F:17])=[CH:15][C:14](/[CH:18]=[CH:19]/[C:20]([O:22][CH3:23])=[O:21])=[CH:13][C:12]=2[F:24])[C:9]2[C:4](=[CH:5][CH:6]=[CH:7][CH:8]=2)[CH2:3][CH2:2]1.[Sm].II.Cl, predict the reaction product. The product is: [CH:1]1([O:10][C:11]2[C:12]([F:24])=[CH:13][C:14]([CH2:18][CH2:19][C:20]([O:22][CH3:23])=[O:21])=[CH:15][C:16]=2[F:17])[C:9]2[C:4](=[CH:5][CH:6]=[CH:7][CH:8]=2)[CH2:3][CH2:2]1. (2) Given the reactants [CH3:1][CH:2]([NH:11][C:12]([CH:14]1[O:19][CH2:18][CH2:17][N:16]([CH2:20][C:21]2[CH:26]=[CH:25][CH:24]=[CH:23][CH:22]=2)[CH2:15]1)=O)[C:3](=O)[C:4]1[CH:9]=[CH:8][CH:7]=[CH:6][CH:5]=1.FC(F)(F)C([O-])=O.[NH4+:34], predict the reaction product. The product is: [CH3:1][C:2]1[N:11]=[C:12]([CH:14]2[O:19][CH2:18][CH2:17][N:16]([CH2:20][C:21]3[CH:26]=[CH:25][CH:24]=[CH:23][CH:22]=3)[CH2:15]2)[NH:34][C:3]=1[C:4]1[CH:9]=[CH:8][CH:7]=[CH:6][CH:5]=1. (3) Given the reactants [NH2:1][C:2]1[N:3]([CH2:27][CH3:28])[C:4]2[C:9]([C:10](=[O:25])[C:11]=1[C:12]1[N:13]([CH2:17][O:18][CH2:19][CH2:20][Si:21]([CH3:24])([CH3:23])[CH3:22])[CH:14]=[CH:15][N:16]=1)=[CH:8][CH:7]=[C:6](Cl)[N:5]=2.[F:29][C:30]([F:42])([F:41])[C:31]([C:35]1[CH:40]=[CH:39][CH:38]=[CH:37][CH:36]=1)([OH:34])[C:32]#[CH:33].CN(C=O)C, predict the reaction product. The product is: [NH2:1][C:2]1[N:3]([CH2:27][CH3:28])[C:4]2[C:9]([C:10](=[O:25])[C:11]=1[C:12]1[N:13]([CH2:17][O:18][CH2:19][CH2:20][Si:21]([CH3:24])([CH3:23])[CH3:22])[CH:14]=[CH:15][N:16]=1)=[CH:8][CH:7]=[C:6]([C:33]#[C:32][C:31]([OH:34])([C:35]1[CH:40]=[CH:39][CH:38]=[CH:37][CH:36]=1)[C:30]([F:29])([F:41])[F:42])[N:5]=2. (4) Given the reactants [Cl:1][C:2]1[N:7]=[N:6][C:5]([O:8][CH2:9][C:10]([F:13])([F:12])[F:11])=[C:4](N)[CH:3]=1.C(ON=O)CC(C)C.C[Si](C)(C)[Br:25], predict the reaction product. The product is: [Br:25][C:4]1[CH:3]=[C:2]([Cl:1])[N:7]=[N:6][C:5]=1[O:8][CH2:9][C:10]([F:13])([F:12])[F:11]. (5) Given the reactants Br[C:2]1[CH:3]=[C:4]([C:15]#[N:16])[CH:5]=[C:6]2[C:10]=1[NH:9][C:8]([C:11]([NH2:13])=[O:12])=[C:7]2[CH3:14].[F:17][C:18]([F:29])([F:28])[C:19]1[CH:24]=[CH:23][C:22](B(O)O)=[CH:21][CH:20]=1, predict the reaction product. The product is: [C:15]([C:4]1[CH:5]=[C:6]2[C:10](=[C:2]([C:22]3[CH:23]=[CH:24][C:19]([C:18]([F:29])([F:28])[F:17])=[CH:20][CH:21]=3)[CH:3]=1)[NH:9][C:8]([C:11]([NH2:13])=[O:12])=[C:7]2[CH3:14])#[N:16]. (6) The product is: [OH:8][C:9]1[CH:10]=[CH:11][C:12]([CH2:13][C:14]2[C:22]3[C:21]([NH:38][C@@H:53]4[CH2:48][CH2:49][CH2:50][N:51]([C:26](=[O:31])/[CH:27]=[CH:28]/[CH3:29])[CH2:52]4)=[N:20][CH:19]=[N:18][C:17]=3[NH:16][CH:15]=2)=[CH:24][CH:25]=1. Given the reactants C([O:8][C:9]1[CH:25]=[CH:24][C:12]([CH2:13][C:14]2[C:22]3[C:21](Cl)=[N:20][CH:19]=[N:18][C:17]=3[NH:16][CH:15]=2)=[CH:11][CH:10]=1)C1C=CC=CC=1.[C:26]([OH:31])(=O)/[CH:27]=[CH:28]/[CH3:29].C(Cl)CCl.CC[N:38](C(C)C)C(C)C.CN([C:48]1[CH:49]=[CH:50][N:51]=[CH:52][CH:53]=1)C.CN(C=O)C, predict the reaction product. (7) Given the reactants Br[C:2]1[CH:3]=[C:4]([CH:7]=[CH:8][CH:9]=1)[C:5]#[N:6].[NH:10]1[CH2:15][CH2:14][S:13][CH2:12][CH2:11]1.CC([O-])(C)C.[Na+], predict the reaction product. The product is: [N:10]1([C:2]2[CH:3]=[C:4]([CH:7]=[CH:8][CH:9]=2)[C:5]#[N:6])[CH2:15][CH2:14][S:13][CH2:12][CH2:11]1. (8) Given the reactants Cl[C:2]1[N:7]2[N:8]=[C:9]([CH3:11])[N:10]=[C:6]2[C:5]2[CH:12]=[C:13]([Cl:16])[CH:14]=[N:15][C:4]=2[N:3]=1.[NH:17]1[CH2:20][CH:19]([N:21]([CH3:29])[C:22](=[O:28])[O:23][C:24]([CH3:27])([CH3:26])[CH3:25])[CH2:18]1, predict the reaction product. The product is: [Cl:16][C:13]1[CH:14]=[N:15][C:4]2[N:3]=[C:2]([N:17]3[CH2:20][CH:19]([N:21]([CH3:29])[C:22](=[O:28])[O:23][C:24]([CH3:25])([CH3:26])[CH3:27])[CH2:18]3)[N:7]3[N:8]=[C:9]([CH3:11])[N:10]=[C:6]3[C:5]=2[CH:12]=1.